This data is from Full USPTO retrosynthesis dataset with 1.9M reactions from patents (1976-2016). The task is: Predict the reactants needed to synthesize the given product. (1) The reactants are: [OH:1][CH:2]1[CH:7]([C:8]2[CH:13]=[CH:12][C:11]([O:14][CH2:15][CH2:16][CH2:17][O:18][CH2:19][C:20]3[CH:25]=[CH:24][CH:23]=[CH:22][C:21]=3[O:26][CH3:27])=[CH:10][CH:9]=2)[CH2:6][CH2:5][N:4]([C:28]([O:30][C:31]([CH3:34])([CH3:33])[CH3:32])=[O:29])[CH2:3]1.[C:35]([NH2:38])(=[O:37])[CH3:36]. Given the product [C:35]([N:38]([CH2:9][CH2:10][CH2:11][O:14][CH3:15])[C:22]1[CH:21]=[C:20]([CH:25]=[CH:24][CH:23]=1)[CH2:19][O:1][CH:2]1[CH:7]([C:8]2[CH:13]=[CH:12][C:11]([O:14][CH2:15][CH2:16][CH2:17][O:18][CH2:19][C:20]3[CH:25]=[CH:24][CH:23]=[CH:22][C:21]=3[O:26][CH3:27])=[CH:10][CH:9]=2)[CH2:6][CH2:5][N:4]([C:28]([O:30][C:31]([CH3:34])([CH3:33])[CH3:32])=[O:29])[CH2:3]1)(=[O:37])[CH3:36], predict the reactants needed to synthesize it. (2) Given the product [Cl:1][C:2]1[CH:11]=[C:10]([C:12]#[C:13][C:14]([CH3:17])([CH3:16])[CH3:15])[CH:9]=[CH:8][C:3]=1[C:4]([OH:6])=[O:5], predict the reactants needed to synthesize it. The reactants are: [Cl:1][C:2]1[CH:11]=[C:10]([C:12]#[C:13][C:14]([CH3:17])([CH3:16])[CH3:15])[CH:9]=[CH:8][C:3]=1[C:4]([O:6]C)=[O:5].[OH-].[Na+].C1COCC1. (3) Given the product [F:8][C:9]1[CH:10]=[CH:11][CH:12]=[C:13]2[C:17]=1[N:16]([C:18]1[N:22]=[C:21]([CH:23]3[CH2:28][CH2:27][N:26]([CH2:45][CH:42]4[CH2:43][CH2:44][N:39]([C:32]([O:34][C:35]([CH3:36])([CH3:38])[CH3:37])=[O:33])[CH2:40][CH2:41]4)[CH2:25][CH2:24]3)[O:20][N:19]=1)[N:15]=[C:14]2[CH:29]([CH3:31])[CH3:30], predict the reactants needed to synthesize it. The reactants are: FC(F)(F)C(O)=O.[F:8][C:9]1[CH:10]=[CH:11][CH:12]=[C:13]2[C:17]=1[N:16]([C:18]1[N:22]=[C:21]([CH:23]3[CH2:28][CH2:27][NH:26][CH2:25][CH2:24]3)[O:20][N:19]=1)[N:15]=[C:14]2[CH:29]([CH3:31])[CH3:30].[C:32]([N:39]1[CH2:44][CH2:43][CH:42]([CH:45]=O)[CH2:41][CH2:40]1)([O:34][C:35]([CH3:38])([CH3:37])[CH3:36])=[O:33].C(=O)(O)[O-].[Na+].